Dataset: NCI-60 drug combinations with 297,098 pairs across 59 cell lines. Task: Regression. Given two drug SMILES strings and cell line genomic features, predict the synergy score measuring deviation from expected non-interaction effect. (1) Drug 1: C1=NC2=C(N=C(N=C2N1C3C(C(C(O3)CO)O)O)F)N. Drug 2: C1=CN(C=N1)CC(O)(P(=O)(O)O)P(=O)(O)O. Cell line: SK-MEL-2. Synergy scores: CSS=-0.141, Synergy_ZIP=-2.76, Synergy_Bliss=-2.89, Synergy_Loewe=-15.3, Synergy_HSA=-7.10. (2) Drug 1: CC1=C(N=C(N=C1N)C(CC(=O)N)NCC(C(=O)N)N)C(=O)NC(C(C2=CN=CN2)OC3C(C(C(C(O3)CO)O)O)OC4C(C(C(C(O4)CO)O)OC(=O)N)O)C(=O)NC(C)C(C(C)C(=O)NC(C(C)O)C(=O)NCCC5=NC(=CS5)C6=NC(=CS6)C(=O)NCCC[S+](C)C)O. Drug 2: CNC(=O)C1=NC=CC(=C1)OC2=CC=C(C=C2)NC(=O)NC3=CC(=C(C=C3)Cl)C(F)(F)F. Cell line: K-562. Synergy scores: CSS=10.1, Synergy_ZIP=-3.66, Synergy_Bliss=-3.20, Synergy_Loewe=-15.4, Synergy_HSA=-3.66. (3) Drug 1: CCC1=CC2CC(C3=C(CN(C2)C1)C4=CC=CC=C4N3)(C5=C(C=C6C(=C5)C78CCN9C7C(C=CC9)(C(C(C8N6C)(C(=O)OC)O)OC(=O)C)CC)OC)C(=O)OC.C(C(C(=O)O)O)(C(=O)O)O. Drug 2: CCC1(CC2CC(C3=C(CCN(C2)C1)C4=CC=CC=C4N3)(C5=C(C=C6C(=C5)C78CCN9C7C(C=CC9)(C(C(C8N6C)(C(=O)OC)O)OC(=O)C)CC)OC)C(=O)OC)O.OS(=O)(=O)O. Cell line: M14. Synergy scores: CSS=50.8, Synergy_ZIP=-0.654, Synergy_Bliss=-1.01, Synergy_Loewe=-2.62, Synergy_HSA=1.18. (4) Drug 1: CCN(CC)CCNC(=O)C1=C(NC(=C1C)C=C2C3=C(C=CC(=C3)F)NC2=O)C. Drug 2: CC(C)(C#N)C1=CC(=CC(=C1)CN2C=NC=N2)C(C)(C)C#N. Cell line: NCI-H522. Synergy scores: CSS=2.11, Synergy_ZIP=0.00868, Synergy_Bliss=1.58, Synergy_Loewe=0.462, Synergy_HSA=0.759. (5) Drug 1: CC1=C(C=C(C=C1)NC2=NC=CC(=N2)N(C)C3=CC4=NN(C(=C4C=C3)C)C)S(=O)(=O)N.Cl. Drug 2: CN(C(=O)NC(C=O)C(C(C(CO)O)O)O)N=O. Cell line: MOLT-4. Synergy scores: CSS=-8.91, Synergy_ZIP=-1.22, Synergy_Bliss=-9.33, Synergy_Loewe=-9.89, Synergy_HSA=-8.13.